Dataset: NCI-60 drug combinations with 297,098 pairs across 59 cell lines. Task: Regression. Given two drug SMILES strings and cell line genomic features, predict the synergy score measuring deviation from expected non-interaction effect. (1) Drug 1: CS(=O)(=O)C1=CC(=C(C=C1)C(=O)NC2=CC(=C(C=C2)Cl)C3=CC=CC=N3)Cl. Drug 2: C1=NNC2=C1C(=O)NC=N2. Cell line: HT29. Synergy scores: CSS=12.5, Synergy_ZIP=0.770, Synergy_Bliss=3.52, Synergy_Loewe=-5.59, Synergy_HSA=-1.45. (2) Drug 1: CC1=CC2C(CCC3(C2CCC3(C(=O)C)OC(=O)C)C)C4(C1=CC(=O)CC4)C. Drug 2: C(CN)CNCCSP(=O)(O)O. Cell line: A498. Synergy scores: CSS=6.67, Synergy_ZIP=3.47, Synergy_Bliss=0.343, Synergy_Loewe=1.59, Synergy_HSA=0.180. (3) Drug 1: CC=C1C(=O)NC(C(=O)OC2CC(=O)NC(C(=O)NC(CSSCCC=C2)C(=O)N1)C(C)C)C(C)C. Drug 2: C1CC(=O)NC(=O)C1N2C(=O)C3=CC=CC=C3C2=O. Cell line: SR. Synergy scores: CSS=70.8, Synergy_ZIP=-1.88, Synergy_Bliss=-4.74, Synergy_Loewe=-1.72, Synergy_HSA=-1.10.